Dataset: Full USPTO retrosynthesis dataset with 1.9M reactions from patents (1976-2016). Task: Predict the reactants needed to synthesize the given product. (1) Given the product [Br:1][C:2]1[CH:3]=[N:4][C:5]([O:11][CH2:10][CH3:9])=[N:6][CH:7]=1, predict the reactants needed to synthesize it. The reactants are: [Br:1][C:2]1[CH:3]=[N:4][C:5](Cl)=[N:6][CH:7]=1.[CH3:9][CH2:10][O-:11].[Na+]. (2) Given the product [N:8]1[N:9]2[C:10]([O:11][CH2:12][CH2:13][CH2:14]2)=[C:6]([C:4]([OH:5])=[O:3])[CH:7]=1, predict the reactants needed to synthesize it. The reactants are: C([O:3][C:4]([C:6]1[CH:7]=[N:8][N:9]2[CH2:14][CH2:13][CH2:12][O:11][C:10]=12)=[O:5])C.O. (3) Given the product [CH2:10]([O:12][C:13]1[CH:19]=[CH:18][C:16]([NH:17][C:7]([C:2]2[CH:3]=[N:4][CH:5]=[CH:6][N:1]=2)=[O:9])=[C:15]([N+:20]([O-:22])=[O:21])[CH:14]=1)[CH3:11], predict the reactants needed to synthesize it. The reactants are: [N:1]1[CH:6]=[CH:5][N:4]=[CH:3][C:2]=1[C:7]([OH:9])=O.[CH2:10]([O:12][C:13]1[CH:19]=[CH:18][C:16]([NH2:17])=[C:15]([N+:20]([O-:22])=[O:21])[CH:14]=1)[CH3:11]. (4) Given the product [N:1]1[CH:6]=[CH:5][CH:4]=[CH:3][C:2]=1[C:7]1[N:11]=[C:10]([C:12]2[CH:17]=[C:16]([O:18][CH2:27][O:28][CH3:29])[CH:15]=[C:14]([C:19]#[N:20])[CH:13]=2)[O:9][N:8]=1, predict the reactants needed to synthesize it. The reactants are: [N:1]1[CH:6]=[CH:5][CH:4]=[CH:3][C:2]=1[C:7]1[N:11]=[C:10]([C:12]2[CH:17]=[C:16]([OH:18])[CH:15]=[C:14]([C:19]#[N:20])[CH:13]=2)[O:9][N:8]=1.C(=O)([O-])[O-].[K+].[K+].[CH3:27][O:28][CH2:29]Cl. (5) The reactants are: S([O-])(O)(=O)=O.[Br:6][C:7]1[CH:8]=[CH:9][C:10]2[C:19]([N:20]=1)=[C:18]1[C:13]([CH:14]=[CH:15][CH:16]=[N+:17]1[CH3:21])=[CH:12][CH:11]=2.[OH-:22].[Na+]. Given the product [Br:6][C:7]1[CH:8]=[CH:9][C:10]2[C:19]([N:20]=1)=[C:18]1[C:13]([CH:14]=[CH:15][C:16](=[O:22])[N:17]1[CH3:21])=[CH:12][CH:11]=2, predict the reactants needed to synthesize it. (6) Given the product [CH:1]([C:3]1[CH:8]=[C:7]([CH:13]=[CH:14][CH2:15][CH2:16][CH2:17][CH2:18][CH2:19][CH2:20][CH2:21][CH2:22][CH2:23][CH3:24])[CH:6]=[C:5]([CH:10]=[O:11])[C:4]=1[OH:12])=[O:2], predict the reactants needed to synthesize it. The reactants are: [CH:1]([C:3]1[CH:8]=[C:7](Br)[CH:6]=[C:5]([CH:10]=[O:11])[C:4]=1[OH:12])=[O:2].[CH2:13]=[CH:14][CH2:15][CH2:16][CH2:17][CH2:18][CH2:19][CH2:20][CH2:21][CH2:22][CH2:23][CH3:24].C([O-])(O)=O.[Na+].[Li+].[Cl-].